This data is from Catalyst prediction with 721,799 reactions and 888 catalyst types from USPTO. The task is: Predict which catalyst facilitates the given reaction. (1) Reactant: [OH:1][C:2]1[C:7]2[CH2:8][C:9](=O)[O:10][C:6]=2[CH:5]=[C:4]([OH:12])[CH:3]=1.N1C=CC=CC=1.[CH3:19][N:20]([CH3:24])[C:21](Cl)=[O:22].[OH2:25]. Product: [OH:1][C:2]1[C:7]2[C:8](=[O:25])[CH2:9][O:10][C:6]=2[CH:5]=[C:4]([O:12][C:21](=[O:22])[N:20]([CH3:24])[CH3:19])[CH:3]=1. The catalyst class is: 1. (2) The catalyst class is: 98. Reactant: [Cl:1][C:2]1[CH:7]=[CH:6][C:5]([C:8]2[N:9]=[C:10]([CH2:24][O:25][CH3:26])[C:11]([C:21]([OH:23])=[O:22])=[N:12][C:13]=2[C:14]2[CH:19]=[CH:18][C:17]([Cl:20])=[CH:16][CH:15]=2)=[CH:4][CH:3]=1.[CH3:27][Si](C=[N+]=[N-])(C)C. Product: [Cl:1][C:2]1[CH:3]=[CH:4][C:5]([C:8]2[N:9]=[C:10]([CH2:24][O:25][CH3:26])[C:11]([C:21]([O:23][CH3:27])=[O:22])=[N:12][C:13]=2[C:14]2[CH:19]=[CH:18][C:17]([Cl:20])=[CH:16][CH:15]=2)=[CH:6][CH:7]=1. (3) Reactant: [C:1]([NH:4][CH:5]([C:11]([O:13]CC)=[O:12])[C:6](OCC)=O)(=[O:3])C.[Na].BrC[CH2:19][CH2:20][CH2:21][CH2:22][CH2:23][CH2:24][CH2:25][CH2:26][CH3:27].C(OC([O:30][C:31]([CH3:34])([CH3:33])[CH3:32])=O)([O:30][C:31]([CH3:34])([CH3:33])[CH3:32])=O.S([O-])(O)(=O)=O.[K+]. Product: [C:31]([O:30][C:1]([NH:4][CH:5]([CH2:6][CH2:27][CH2:26][CH2:25][CH2:24][CH2:23][CH2:22][CH2:21][CH2:20][CH3:19])[C:11]([OH:13])=[O:12])=[O:3])([CH3:34])([CH3:33])[CH3:32]. The catalyst class is: 97. (4) Reactant: [CH3:1][C:2]1([CH3:32])[C:4]2([CH2:7][CH2:6][CH2:5]2)[C@:3]21[CH2:11][C@@H:10]([C:12]([NH:14][C@:15]1([C:20](=[O:31])[NH:21][S:22]([C:25]3([CH2:28][CH2:29][CH3:30])[CH2:27][CH2:26]3)(=[O:24])=[O:23])[CH2:17][C@@H:16]1[CH2:18][CH3:19])=[O:13])[NH:9][CH2:8]2.[C:33]([O:37][C:38]([NH:40][C@@H:41]([C:45]([CH3:48])([CH3:47])[CH3:46])[C:42](O)=[O:43])=[O:39])([CH3:36])([CH3:35])[CH3:34].CN(C(ON1N=NC2C=CC=NC1=2)=[N+](C)C)C.F[P-](F)(F)(F)(F)F.CCN(C(C)C)C(C)C. Product: [CH3:32][C:2]1([CH3:1])[C:4]2([CH2:5][CH2:6][CH2:7]2)[C@:3]21[CH2:11][C@@H:10]([C:12](=[O:13])[NH:14][C@:15]1([C:20](=[O:31])[NH:21][S:22]([C:25]3([CH2:28][CH2:29][CH3:30])[CH2:26][CH2:27]3)(=[O:24])=[O:23])[CH2:17][C@@H:16]1[CH2:18][CH3:19])[N:9]([C:42]([C@@H:41]([NH:40][C:38](=[O:39])[O:37][C:33]([CH3:36])([CH3:35])[CH3:34])[C:45]([CH3:48])([CH3:47])[CH3:46])=[O:43])[CH2:8]2. The catalyst class is: 2. (5) Reactant: [NH2:1][CH:2]([C:4]1[N:5]=[C:6]2[S:20][CH:19]=[CH:18][N:7]2[C:8](=[O:17])[C:9]=1[C:10]1[CH:15]=[CH:14][CH:13]=[C:12]([F:16])[CH:11]=1)[CH3:3].Br[C:22]1[N:30]=[CH:29][N:28]=[C:27]2[C:23]=1[N:24]=[CH:25][NH:26]2.C(N(CC)C(C)C)(C)C. Product: [F:16][C:12]1[CH:11]=[C:10]([C:9]2[C:8](=[O:17])[N:7]3[CH:18]=[CH:19][S:20][C:6]3=[N:5][C:4]=2[CH:2]([NH:1][C:22]2[N:30]=[CH:29][N:28]=[C:27]3[C:23]=2[N:24]=[CH:25][NH:26]3)[CH3:3])[CH:15]=[CH:14][CH:13]=1. The catalyst class is: 8.